From a dataset of Reaction yield outcomes from USPTO patents with 853,638 reactions. Predict the reaction yield, written as a fraction of the theoretical maximum amount of product (1.0 means a 100% yield; for example, 0.34 means a 34% yield). (1) The reactants are [CH2:1]([N:3]1[CH2:8][CH2:7][N:6]([C:9]2[CH:14]=[C:13]([NH2:15])[CH:12]=[CH:11][N:10]=2)[CH2:5][CH2:4]1)[CH3:2].C(N(CC)CC)C.[N:23]([CH2:26][CH2:27][CH3:28])=[C:24]=[O:25]. The catalyst is ClCCl. The product is [CH2:1]([N:3]1[CH2:4][CH2:5][N:6]([C:9]2[CH:14]=[C:13]([NH:15][C:24]([NH:23][CH2:26][CH2:27][CH3:28])=[O:25])[CH:12]=[CH:11][N:10]=2)[CH2:7][CH2:8]1)[CH3:2]. The yield is 0.250. (2) The reactants are [H-].[Na+].C(OP([CH2:11][C:12]([O:14][C:15]([CH3:18])([CH3:17])[CH3:16])=[O:13])(OCC)=O)C.[Br:19][C:20]1[CH:27]=[CH:26][C:23]([CH:24]=O)=[CH:22][CH:21]=1.[CH2:28]1COCC1. No catalyst specified. The product is [Br:19][C:20]1[CH:27]=[CH:26][C:23]([C@@H:24]2[CH2:28][C@H:11]2[C:12]([O:14][C:15]([CH3:16])([CH3:17])[CH3:18])=[O:13])=[CH:22][CH:21]=1. The yield is 0.975. (3) The reactants are [OH-].[Na+].[C:3]([NH:6][CH2:7][CH2:8][NH:9][C:10]1[C:11]2[CH:24]=[C:23]([C:25]([OH:27])=[O:26])[N:22](S(C3C=CC=CC=3)(=O)=O)[C:12]=2[N:13]=[C:14]([C:16]2[CH:21]=[CH:20][CH:19]=[CH:18][CH:17]=2)[N:15]=1)(=[O:5])[CH3:4]. The catalyst is CO. The yield is 0.980. The product is [C:3]([NH:6][CH2:7][CH2:8][NH:9][C:10]1[C:11]2[CH:24]=[C:23]([C:25]([OH:27])=[O:26])[NH:22][C:12]=2[N:13]=[C:14]([C:16]2[CH:21]=[CH:20][CH:19]=[CH:18][CH:17]=2)[N:15]=1)(=[O:5])[CH3:4]. (4) The reactants are C([O:3][C:4]([C:6]1([C:9]2[CH:14]=[CH:13][C:12]([C:15]3[CH:20]=[CH:19][C:18]([C:21]4[S:22][C:23]([F:39])=[CH:24][C:25]=4[NH:26][C:27]([O:29][C@@H:30]([C:32]4[CH:37]=[CH:36][CH:35]=[CH:34][C:33]=4[Cl:38])[CH3:31])=[O:28])=[CH:17][CH:16]=3)=[CH:11][CH:10]=2)[CH2:8][CH2:7]1)=[O:5])C.[OH-].[Na+].Cl. The catalyst is C(O)(C)C. The product is [Cl:38][C:33]1[CH:34]=[CH:35][CH:36]=[CH:37][C:32]=1[C@H:30]([O:29][C:27]([NH:26][C:25]1[CH:24]=[C:23]([F:39])[S:22][C:21]=1[C:18]1[CH:19]=[CH:20][C:15]([C:12]2[CH:11]=[CH:10][C:9]([C:6]3([C:4]([OH:5])=[O:3])[CH2:7][CH2:8]3)=[CH:14][CH:13]=2)=[CH:16][CH:17]=1)=[O:28])[CH3:31]. The yield is 0.790.